From a dataset of Catalyst prediction with 721,799 reactions and 888 catalyst types from USPTO. Predict which catalyst facilitates the given reaction. (1) The catalyst class is: 3. Product: [O:10]1[C:14]2[CH:15]=[CH:16][CH:17]=[CH:18][C:13]=2[CH:12]=[C:11]1[CH:19]([OH:23])[CH2:20][N:21]([CH2:43][C:41]1[O:40][C:36]2[N:37]([CH3:39])[CH:38]=[C:33]([C:31]([NH:30][CH2:29][C:28]3[CH:27]=[CH:26][C:25]([Cl:24])=[CH:47][CH:46]=3)=[O:32])[C:34](=[O:45])[C:35]=2[CH:42]=1)[CH3:22]. Reactant: C(N(CC)C(C)C)(C)C.[O:10]1[C:14]2[CH:15]=[CH:16][CH:17]=[CH:18][C:13]=2[CH:12]=[C:11]1[CH:19]([OH:23])[CH2:20][NH:21][CH3:22].[Cl:24][C:25]1[CH:47]=[CH:46][C:28]([CH2:29][NH:30][C:31]([C:33]2[C:34](=[O:45])[C:35]3[CH:42]=[C:41]([CH2:43]Cl)[O:40][C:36]=3[N:37]([CH3:39])[CH:38]=2)=[O:32])=[CH:27][CH:26]=1.O. (2) Reactant: Br[C:2]1[CH:3]=[CH:4][C:5]([Cl:11])=[C:6]2[C:10]=1[NH:9][CH:8]=[CH:7]2.CC([O-])=O.[K+].[CH3:17][C:18]1([CH3:34])[C:22]([CH3:24])([CH3:23])[O:21][B:20]([B:20]2[O:21][C:22]([CH3:24])([CH3:23])[C:18]([CH3:34])([CH3:17])[O:19]2)[O:19]1.O. Product: [Cl:11][C:5]1[CH:4]=[CH:3][C:2]([B:20]2[O:21][C:22]([CH3:24])([CH3:23])[C:18]([CH3:34])([CH3:17])[O:19]2)=[C:10]2[C:6]=1[CH:7]=[CH:8][NH:9]2. The catalyst class is: 75. (3) Reactant: [Cl:1][C:2]1[C:7]([Cl:8])=[CH:6][C:5]([NH2:9])=[C:4]([N+:10]([O-:12])=[O:11])[CH:3]=1.[Cl:13]N1C(=O)CCC1=O. Product: [Cl:13][C:6]1[C:7]([Cl:8])=[C:2]([Cl:1])[CH:3]=[C:4]([N+:10]([O-:12])=[O:11])[C:5]=1[NH2:9]. The catalyst class is: 3. (4) Reactant: [C:1]1(=O)[CH2:5][CH2:4][CH2:3][CH2:2]1.[CH2:7]([NH2:11])[CH:8]([CH3:10])[CH3:9].[BH4-].[Na+]. Product: [CH:1]1([NH:11][CH2:7][CH:8]([CH3:10])[CH3:9])[CH2:5][CH2:4][CH2:3][CH2:2]1. The catalyst class is: 8.